Predict the product of the given reaction. From a dataset of Forward reaction prediction with 1.9M reactions from USPTO patents (1976-2016). (1) Given the reactants [OH:1][CH2:2][CH2:3][N:4]1[C:8]([C:9]2[CH:14]=[CH:13][CH:12]=[CH:11][CH:10]=2)=[C:7]([CH3:15])[S:6][C:5]1=[S:16].[C:17](OC(=O)C)(=[O:19])[CH3:18], predict the reaction product. The product is: [C:17]([O:1][CH2:2][CH2:3][N:4]1[C:8]([C:9]2[CH:10]=[CH:11][CH:12]=[CH:13][CH:14]=2)=[C:7]([CH3:15])[S:6][C:5]1=[S:16])(=[O:19])[CH3:18]. (2) The product is: [Cl:1][C:2]1[C:10]([N+:11]([O-:13])=[O:12])=[CH:9][CH:8]=[CH:7][C:3]=1[C:4](=[O:6])[CH:33]([C:30]1[CH:31]=[CH:32][C:27]([Cl:26])=[CH:28][CH:29]=1)[C:34]#[N:35]. Given the reactants [Cl:1][C:2]1[C:10]([N+:11]([O-:13])=[O:12])=[CH:9][CH:8]=[CH:7][C:3]=1[C:4]([OH:6])=O.C1N=CN(C(N2C=NC=C2)=O)C=1.[Cl:26][C:27]1[CH:32]=[CH:31][C:30]([CH2:33][C:34]#[N:35])=[CH:29][CH:28]=1.[H-].[Na+], predict the reaction product. (3) Given the reactants [N:1]1([CH2:7][C:8]2[CH:9]=[C:10]([CH:12]=[C:13]([C:15]([F:18])([F:17])[F:16])[CH:14]=2)[NH2:11])[CH2:6][CH2:5][O:4][CH2:3][CH2:2]1.N1C=CC=CC=1.Cl[C:26](OC1C=CC=CC=1)=[O:27].[Cl:35][C:36]1[CH:42]=[C:41]([O:43][C:44]2[C:45]3[N:52]([CH3:53])[CH:51]=[CH:50][C:46]=3[N:47]=[CH:48][N:49]=2)[CH:40]=[CH:39][C:37]=1[NH2:38], predict the reaction product. The product is: [Cl:35][C:36]1[CH:42]=[C:41]([O:43][C:44]2[C:45]3[N:52]([CH3:53])[CH:51]=[CH:50][C:46]=3[N:47]=[CH:48][N:49]=2)[CH:40]=[CH:39][C:37]=1[NH:38][C:26]([NH:11][C:10]1[CH:12]=[C:13]([C:15]([F:16])([F:18])[F:17])[CH:14]=[C:8]([CH2:7][N:1]2[CH2:6][CH2:5][O:4][CH2:3][CH2:2]2)[CH:9]=1)=[O:27]. (4) Given the reactants [Cl-].[CH3:2][C:3]1[C:11]2[CH2:10][O:9][C:8](=[O:12])[C:7]=2[CH:6]=[CH:5][C:4]=1[CH2:13][CH2:14][N:15]1[CH2:20][CH2:19][CH:18]([NH3+:21])[CH2:17][CH2:16]1.[N:22]1([C:27]2[CH:28]=[C:29]([CH:33]=[CH:34][CH:35]=2)[C:30](O)=[O:31])[CH:26]=[N:25][N:24]=[N:23]1, predict the reaction product. The product is: [CH3:2][C:3]1[C:4]([CH2:13][CH2:14][N:15]2[CH2:16][CH2:17][CH:18]([NH:21][C:30](=[O:31])[C:29]3[CH:33]=[CH:34][CH:35]=[C:27]([N:22]4[CH:26]=[N:25][N:24]=[N:23]4)[CH:28]=3)[CH2:19][CH2:20]2)=[CH:5][CH:6]=[C:7]2[C:11]=1[CH2:10][O:9][C:8]2=[O:12]. (5) Given the reactants [CH2:1]([C:3]([OH:5])=[O:4])[CH3:2].C([N:13]1[CH:18]2[CH2:19][CH2:20][CH:14]1[CH2:15][CH:16]([NH:21][S:22]([C:25]1[CH:34]=[CH:33][C:32]3[NH:31][C:30](=[O:35])[C:29]4[NH:36][CH:37]=[CH:38][C:28]=4[C:27]=3[CH:26]=1)(=[O:24])=[O:23])[CH2:17]2)C1C=CC=CC=1, predict the reaction product. The product is: [CH:14]12[NH:13][CH:18]([CH2:19][CH2:20]1)[CH2:17][CH:16]([NH:21][S:22]([C:25]1[CH:34]=[CH:33][C:32]3[NH:31][C:30](=[O:35])[C:29]4[NH:36][CH:37]=[CH:38][C:28]=4[C:27]=3[CH:26]=1)(=[O:23])=[O:24])[CH2:15]2.[CH2:1]([C:3]([O-:5])=[O:4])[CH3:2].